Dataset: Reaction yield outcomes from USPTO patents with 853,638 reactions. Task: Predict the reaction yield, written as a fraction of the theoretical maximum amount of product (1.0 means a 100% yield; for example, 0.34 means a 34% yield). (1) The reactants are C[Al](C)C.[CH3:5][O:6][C:7]1[CH:8]=[C:9]([CH2:15][CH2:16][C:17]2[CH:18]=[C:19]([NH2:22])[NH:20][N:21]=2)[CH:10]=[C:11]([O:13][CH3:14])[CH:12]=1.[CH2:23]1[CH:28]2[CH2:29][CH2:30][CH2:31][N:27]2[CH2:26][CH2:25][N:24]1[C:32]1[N:37]=[CH:36][C:35]([C:38](OC)=[O:39])=[CH:34][N:33]=1. The catalyst is C1(C)C=CC=CC=1. The product is [CH2:23]1[CH:28]2[CH2:29][CH2:30][CH2:31][N:27]2[CH2:26][CH2:25][N:24]1[C:32]1[N:37]=[CH:36][C:35]([C:38]([NH:22][C:19]2[NH:20][N:21]=[C:17]([CH2:16][CH2:15][C:9]3[CH:8]=[C:7]([O:6][CH3:5])[CH:12]=[C:11]([O:13][CH3:14])[CH:10]=3)[CH:18]=2)=[O:39])=[CH:34][N:33]=1. The yield is 0.300. (2) The reactants are [C:1]([O:5][C:6]([N:8]([CH2:19][C:20]1[CH:25]=[CH:24][CH:23]=[CH:22][CH:21]=1)[C@H:9]([CH2:17][OH:18])[CH2:10][C:11]1[CH:16]=[CH:15][CH:14]=[CH:13][CH:12]=1)=[O:7])([CH3:4])([CH3:3])[CH3:2].CC1(C)N([O])C(C)(C)CCC1.[Br-].[Na+].C(=O)(O)[O-].[Na+]. The catalyst is C1(C)C=CC=CC=1.O.C(OCC)(=O)C. The product is [C:1]([O:5][C:6]([N:8]([CH2:19][C:20]1[CH:21]=[CH:22][CH:23]=[CH:24][CH:25]=1)[C@H:9]([CH:17]=[O:18])[CH2:10][C:11]1[CH:12]=[CH:13][CH:14]=[CH:15][CH:16]=1)=[O:7])([CH3:4])([CH3:2])[CH3:3]. The yield is 1.00. (3) The reactants are [CH2:1]([C:3]1[CH:4]=[CH:5][C:6]([CH:9]=[CH2:10])=[N:7][CH:8]=1)[CH3:2].BrN1C(=[O:17])CCC1=O.C([O-])([O-])=O.[K+].[K+].CO. The catalyst is CS(C)=O.O. The product is [CH2:1]([C:3]1[CH:4]=[CH:5][C:6]([CH:9]2[CH2:10][O:17]2)=[N:7][CH:8]=1)[CH3:2]. The yield is 0.800. (4) The reactants are C([O:8][C:9]1[C:14](=[O:15])[N:13]=[C:12]([CH2:16][C:17]2([C:22]3[CH:27]=[CH:26][C:25]([Cl:28])=[CH:24][CH:23]=3)[CH2:21][CH2:20][CH2:19][CH2:18]2)[N:11]2[CH2:29][CH2:30][N:31]([CH:34]([CH3:39])[C:35]([F:38])([F:37])[F:36])[C:32](=[O:33])[C:10]=12)C1C=CC=CC=1.Cl.C([O-])(O)=O.[Na+]. The catalyst is CO. The product is [Cl:28][C:25]1[CH:26]=[CH:27][C:22]([C:17]2([CH2:16][C:12]3[N:11]4[CH2:29][CH2:30][N:31]([CH:34]([CH3:39])[C:35]([F:38])([F:37])[F:36])[C:32](=[O:33])[C:10]4=[C:9]([OH:8])[C:14](=[O:15])[N:13]=3)[CH2:18][CH2:19][CH2:20][CH2:21]2)=[CH:23][CH:24]=1. The yield is 0.526. (5) The product is [F:22][C:19]1[CH:20]=[CH:21][C:16]([S:13]([N:7]2[CH2:8][CH2:9][N:10]([CH3:12])[CH2:11][CH:6]2[C:4]([OH:5])=[O:3])(=[O:14])=[O:15])=[CH:17][CH:18]=1. The reactants are C([O:3][C:4]([CH:6]1[CH2:11][N:10]([CH3:12])[CH2:9][CH2:8][N:7]1[S:13]([C:16]1[CH:21]=[CH:20][C:19]([F:22])=[CH:18][CH:17]=1)(=[O:15])=[O:14])=[O:5])C.[OH-].[Na+].Cl. The catalyst is CO.C1COCC1. The yield is 0.740. (6) The reactants are [NH2:1][C@@H:2]([CH3:5])[CH2:3][OH:4].[Cl:6][CH2:7][C:8](Cl)=[O:9]. The catalyst is O.ClCCl.[OH-].[Na+]. The product is [Cl:6][CH2:7][C:8]([NH:1][C@@H:2]([CH3:5])[CH2:3][OH:4])=[O:9]. The yield is 0.830. (7) The reactants are [CH3:1][O:2][C:3](=[O:10])[CH2:4][C@H:5]1[CH2:8][C@H:7]([OH:9])[CH2:6]1.[H-].[Na+].[CH2:13](Br)[C:14]1[CH:19]=[CH:18][CH:17]=[CH:16][CH:15]=1. The catalyst is CN(C=O)C. The product is [CH3:1][O:2][C:3](=[O:10])[CH2:4][C@H:5]1[CH2:8][C@H:7]([O:9][CH2:13][C:14]2[CH:19]=[CH:18][CH:17]=[CH:16][CH:15]=2)[CH2:6]1. The yield is 0.400. (8) The catalyst is N1C=CC=CC=1. The product is [OH:20][C:19]1[CH:18]=[CH:17][N:16]=[CH:15][C:14]=1[NH:13][C:7](=[O:8])[C:6]1[CH:10]=[CH:11][CH:12]=[C:4]([N+:1]([O-:3])=[O:2])[CH:5]=1. The yield is 0.660. The reactants are [N+:1]([C:4]1[CH:5]=[C:6]([CH:10]=[CH:11][CH:12]=1)[C:7](Cl)=[O:8])([O-:3])=[O:2].[NH2:13][C:14]1[CH:15]=[N:16][CH:17]=[CH:18][C:19]=1[OH:20].C([O-])([O-])=O.[Na+].[Na+]. (9) The reactants are [H-].[Na+].[Cl:3][C:4]1[CH:12]=[CH:11][C:10]2[NH:9][C:8]3[CH2:13][CH2:14][N:15]([C:18]([O:20][C:21]([CH3:24])([CH3:23])[CH3:22])=[O:19])[CH2:16][CH2:17][C:7]=3[C:6]=2[C:5]=1[Cl:25].[F:26][C:27]1[CH:36]=[CH:35][C:30]([O:31][CH2:32][CH2:33]Br)=[CH:29][CH:28]=1. The catalyst is CN(C=O)C. The product is [Cl:3][C:4]1[CH:12]=[CH:11][C:10]2[N:9]([CH2:33][CH2:32][O:31][C:30]3[CH:35]=[CH:36][C:27]([F:26])=[CH:28][CH:29]=3)[C:8]3[CH2:13][CH2:14][N:15]([C:18]([O:20][C:21]([CH3:22])([CH3:24])[CH3:23])=[O:19])[CH2:16][CH2:17][C:7]=3[C:6]=2[C:5]=1[Cl:25]. The yield is 0.820. (10) The reactants are [C:1]([C:3]1[CH:8]=[CH:7][CH:6]=[CH:5][C:4]=1[C:9]1[CH:14]=[CH:13][C:12]([CH2:15][CH:16]([C:21](=O)[CH2:22][CH2:23][CH2:24][CH3:25])[C:17](OC)=[O:18])=[CH:11][CH:10]=1)#[N:2].[O:27]1[CH2:32][CH2:31][CH:30]([NH:33][C:34]2[NH:38][CH:37]=[N:36][N:35]=2)[CH2:29][CH2:28]1. No catalyst specified. The product is [O:18]=[C:17]1[C:16]([CH2:15][C:12]2[CH:13]=[CH:14][C:9]([C:4]3[C:3]([C:1]#[N:2])=[CH:8][CH:7]=[CH:6][CH:5]=3)=[CH:10][CH:11]=2)=[C:21]([CH2:22][CH2:23][CH2:24][CH3:25])[N:35]2[N:36]=[CH:37][N:38]=[C:34]2[N:33]1[CH:30]1[CH2:29][CH2:28][O:27][CH2:32][CH2:31]1. The yield is 0.620.